Dataset: Full USPTO retrosynthesis dataset with 1.9M reactions from patents (1976-2016). Task: Predict the reactants needed to synthesize the given product. (1) Given the product [CH2:1]([C@@H:8]([C:9](=[O:11])[NH:33][C:30]1[S:31][CH:32]=[C:28]([C:24]2[CH:25]=[CH:26][CH:27]=[C:22]([C:21]([F:35])([F:20])[F:34])[CH:23]=2)[N:29]=1)[CH2:12][C:13]([OH:15])=[O:14])[C:2]1[CH:3]=[CH:4][CH:5]=[CH:6][CH:7]=1, predict the reactants needed to synthesize it. The reactants are: [CH2:1]([C@H:8]([CH2:12][C:13]([O:15]C(C)(C)C)=[O:14])[C:9]([OH:11])=O)[C:2]1[CH:7]=[CH:6][CH:5]=[CH:4][CH:3]=1.[F:20][C:21]([F:35])([F:34])[C:22]1[CH:23]=[C:24]([C:28]2[N:29]=[C:30]([NH2:33])[S:31][CH:32]=2)[CH:25]=[CH:26][CH:27]=1. (2) Given the product [Br:19][C:20]1[CH:21]=[N:7][C:5]2[N:4]([N:3]=[C:2]([CH3:1])[CH:6]=2)[CH:23]=1, predict the reactants needed to synthesize it. The reactants are: [CH3:1][C:2]1[CH:6]=[C:5]([NH2:7])[NH:4][N:3]=1.CC1C=CC(S(O)(=O)=O)=CC=1.[Br:19][CH:20]([CH:23]=O)[CH:21]=O. (3) Given the product [CH3:1][S:2]([C:5]1[CH:6]=[CH:7][C:8]2=[C:29]3[C:30](=[C:35]([NH2:36])[N:11]=[C:9]2[CH:10]=1)[N:31]=[CH:32][CH:33]=[CH:34]3)(=[O:3])=[O:4], predict the reactants needed to synthesize it. The reactants are: [CH3:1][S:2]([C:5]1[CH:6]=[CH:7][C:8](B2OC(C)(C)C(C)(C)O2)=[C:9]([NH:11]C(=O)OC(C)(C)C)[CH:10]=1)(=[O:4])=[O:3].Br[C:29]1[C:30]([C:35]#[N:36])=[N:31][CH:32]=[CH:33][CH:34]=1.C(=O)([O-])[O-].[K+].[K+]. (4) Given the product [CH3:8][O:9][CH2:10][CH2:11][O:12][CH2:13][CH2:14][NH:15][C:2]1[CH2:6][S:5][C:4](=[O:7])[N:3]=1, predict the reactants needed to synthesize it. The reactants are: S=[C:2]1[CH2:6][S:5][C:4](=[O:7])[NH:3]1.[CH3:8][O:9][CH2:10][CH2:11][O:12][CH2:13][CH2:14][NH2:15].